Dataset: NCI-60 drug combinations with 297,098 pairs across 59 cell lines. Task: Regression. Given two drug SMILES strings and cell line genomic features, predict the synergy score measuring deviation from expected non-interaction effect. (1) Drug 1: CC1C(C(CC(O1)OC2CC(OC(C2O)C)OC3=CC4=CC5=C(C(=O)C(C(C5)C(C(=O)C(C(C)O)O)OC)OC6CC(C(C(O6)C)O)OC7CC(C(C(O7)C)O)OC8CC(C(C(O8)C)O)(C)O)C(=C4C(=C3C)O)O)O)O. Drug 2: CC1=C(C=C(C=C1)C(=O)NC2=CC(=CC(=C2)C(F)(F)F)N3C=C(N=C3)C)NC4=NC=CC(=N4)C5=CN=CC=C5. Cell line: EKVX. Synergy scores: CSS=17.4, Synergy_ZIP=-4.39, Synergy_Bliss=-1.94, Synergy_Loewe=-0.676, Synergy_HSA=-1.18. (2) Drug 1: CS(=O)(=O)C1=CC(=C(C=C1)C(=O)NC2=CC(=C(C=C2)Cl)C3=CC=CC=N3)Cl. Synergy scores: CSS=27.9, Synergy_ZIP=5.46, Synergy_Bliss=10.3, Synergy_Loewe=-3.15, Synergy_HSA=11.2. Drug 2: CCC1(CC2CC(C3=C(CCN(C2)C1)C4=CC=CC=C4N3)(C5=C(C=C6C(=C5)C78CCN9C7C(C=CC9)(C(C(C8N6C=O)(C(=O)OC)O)OC(=O)C)CC)OC)C(=O)OC)O.OS(=O)(=O)O. Cell line: CAKI-1. (3) Cell line: MOLT-4. Synergy scores: CSS=1.72, Synergy_ZIP=3.19, Synergy_Bliss=4.53, Synergy_Loewe=-9.00, Synergy_HSA=-2.85. Drug 1: CC1=CC=C(C=C1)C2=CC(=NN2C3=CC=C(C=C3)S(=O)(=O)N)C(F)(F)F. Drug 2: CC1=C(C(=CC=C1)Cl)NC(=O)C2=CN=C(S2)NC3=CC(=NC(=N3)C)N4CCN(CC4)CCO. (4) Drug 1: C1=CC=C(C=C1)NC(=O)CCCCCCC(=O)NO. Drug 2: CCN(CC)CCCC(C)NC1=C2C=C(C=CC2=NC3=C1C=CC(=C3)Cl)OC. Cell line: HCC-2998. Synergy scores: CSS=26.5, Synergy_ZIP=-8.10, Synergy_Bliss=-1.68, Synergy_Loewe=-15.7, Synergy_HSA=-4.32. (5) Drug 1: C(=O)(N)NO. Drug 2: COC1=C2C(=CC3=C1OC=C3)C=CC(=O)O2. Cell line: COLO 205. Synergy scores: CSS=5.36, Synergy_ZIP=-5.83, Synergy_Bliss=3.65, Synergy_Loewe=-7.33, Synergy_HSA=2.16.